This data is from NCI-60 drug combinations with 297,098 pairs across 59 cell lines. The task is: Regression. Given two drug SMILES strings and cell line genomic features, predict the synergy score measuring deviation from expected non-interaction effect. (1) Drug 1: CCC1=CC2CC(C3=C(CN(C2)C1)C4=CC=CC=C4N3)(C5=C(C=C6C(=C5)C78CCN9C7C(C=CC9)(C(C(C8N6C)(C(=O)OC)O)OC(=O)C)CC)OC)C(=O)OC.C(C(C(=O)O)O)(C(=O)O)O. Drug 2: CCCCC(=O)OCC(=O)C1(CC(C2=C(C1)C(=C3C(=C2O)C(=O)C4=C(C3=O)C=CC=C4OC)O)OC5CC(C(C(O5)C)O)NC(=O)C(F)(F)F)O. Cell line: OVCAR3. Synergy scores: CSS=61.9, Synergy_ZIP=0.791, Synergy_Bliss=1.00, Synergy_Loewe=-2.05, Synergy_HSA=1.25. (2) Drug 2: COC1=NC(=NC2=C1N=CN2C3C(C(C(O3)CO)O)O)N. Drug 1: C1C(C(OC1N2C=C(C(=O)NC2=O)F)CO)O. Synergy scores: CSS=21.3, Synergy_ZIP=-4.24, Synergy_Bliss=-7.09, Synergy_Loewe=-63.6, Synergy_HSA=-4.20. Cell line: U251. (3) Drug 1: C1=CC(=CC=C1CCCC(=O)O)N(CCCl)CCCl. Drug 2: C1=NC2=C(N=C(N=C2N1C3C(C(C(O3)CO)O)O)F)N. Cell line: NCI-H322M. Synergy scores: CSS=-0.620, Synergy_ZIP=2.29, Synergy_Bliss=0.598, Synergy_Loewe=0.0216, Synergy_HSA=-3.21. (4) Drug 1: CC(CN1CC(=O)NC(=O)C1)N2CC(=O)NC(=O)C2. Drug 2: C(CCl)NC(=O)N(CCCl)N=O. Cell line: IGROV1. Synergy scores: CSS=17.1, Synergy_ZIP=-6.33, Synergy_Bliss=-4.45, Synergy_Loewe=-3.13, Synergy_HSA=-2.16. (5) Drug 1: COC1=C(C=C2C(=C1)N=CN=C2NC3=CC(=C(C=C3)F)Cl)OCCCN4CCOCC4. Drug 2: C1=C(C(=O)NC(=O)N1)F. Cell line: SW-620. Synergy scores: CSS=47.9, Synergy_ZIP=-2.13, Synergy_Bliss=-5.03, Synergy_Loewe=-4.25, Synergy_HSA=-2.44.